Dataset: Reaction yield outcomes from USPTO patents with 853,638 reactions. Task: Predict the reaction yield, written as a fraction of the theoretical maximum amount of product (1.0 means a 100% yield; for example, 0.34 means a 34% yield). (1) The reactants are C1(P(C2C=CC=CC=2)C2C=CC=CC=2)C=CC=CC=1.[Cl:20][C:21]1[CH:26]=[CH:25][CH:24]=[C:23]([Cl:27])[C:22]=1[N:28]1[C:32]([CH2:33]O)=[C:31]([C:35]([F:38])([F:37])[F:36])[N:30]=[N:29]1.C(Br)(Br)(Br)[Br:40]. The catalyst is ClCCl. The product is [Br:40][CH2:33][C:32]1[N:28]([C:22]2[C:21]([Cl:20])=[CH:26][CH:25]=[CH:24][C:23]=2[Cl:27])[N:29]=[N:30][C:31]=1[C:35]([F:38])([F:37])[F:36]. The yield is 0.960. (2) The reactants are [N+:1]([C:4]1[CH:5]=[C:6]2[C:10](=[CH:11][CH:12]=1)[N:9]=[C:8]([CH3:13])[C:7]2([CH3:15])[CH3:14])([O-])=O.NN. The catalyst is CCO.[Pd]. The product is [NH2:1][C:4]1[CH:5]=[C:6]2[C:10](=[CH:11][CH:12]=1)[N:9]=[C:8]([CH3:13])[C:7]2([CH3:15])[CH3:14]. The yield is 1.00. (3) The reactants are [F:1][C:2]([F:12])([F:11])[C:3]1[N:8]=[C:7]([CH2:9][OH:10])[CH:6]=[CH:5][N:4]=1.CC(OI1(OC(C)=O)(OC(C)=O)OC(=O)C2C=CC=CC1=2)=O. The catalyst is C(Cl)Cl. The product is [F:12][C:2]([F:1])([F:11])[C:3]1[N:8]=[C:7]([CH:9]=[O:10])[CH:6]=[CH:5][N:4]=1. The yield is 0.950.